From a dataset of Forward reaction prediction with 1.9M reactions from USPTO patents (1976-2016). Predict the product of the given reaction. Given the reactants [I-].C[S+](C)(C)=O.[C:7](O[K])(C)(C)[CH3:8].[CH3:13][C@@H:14]1[CH2:19][C:18](=[O:20])[CH2:17][CH2:16][N:15]1[C@@H:21]([C:23]1[CH:28]=[CH:27][CH:26]=[CH:25][CH:24]=1)[CH3:22].O, predict the reaction product. The product is: [CH3:13][C@H:14]1[N:15]([C@@H:21]([C:23]2[CH:24]=[CH:25][CH:26]=[CH:27][CH:28]=2)[CH3:22])[CH2:16][CH2:17][C@:18]2([O:20][CH2:8][CH2:7]2)[CH2:19]1.